Regression/Classification. Given a drug SMILES string, predict its toxicity properties. Task type varies by dataset: regression for continuous values (e.g., LD50, hERG inhibition percentage) or binary classification for toxic/non-toxic outcomes (e.g., AMES mutagenicity, cardiotoxicity, hepatotoxicity). Dataset: ames. From a dataset of Ames mutagenicity test results for genotoxicity prediction. The compound is Nc1cc(Cl)ccc1[N+](=O)[O-]. The result is 1 (mutagenic).